This data is from Catalyst prediction with 721,799 reactions and 888 catalyst types from USPTO. The task is: Predict which catalyst facilitates the given reaction. (1) Reactant: [CH:1]([NH2:4])([CH3:3])[CH3:2].[C:5]1([N:11]=[C:12]=[S:13])[CH:10]=[CH:9][CH:8]=[CH:7][CH:6]=1.N1C=CC=CC=1.Br[CH2:21][C:22](OC)=[O:23].Cl. Product: [C:5]1([N:11]2[C:22](=[O:23])[CH2:21][S:13]/[C:12]/2=[N:4]\[CH:1]([CH3:3])[CH3:2])[CH:10]=[CH:9][CH:8]=[CH:7][CH:6]=1. The catalyst class is: 5. (2) Reactant: [Cl:1][C:2]1[C:3]([C:15]2[C:23]3[C:18](=[CH:19][CH:20]=[CH:21][CH:22]=3)[N:17]([S:24]([C:27]3[CH:32]=[CH:31][CH:30]=[CH:29][CH:28]=3)(=[O:26])=[O:25])[CH:16]=2)=[N:4][C:5]([NH:8][CH2:9][C:10]([CH3:14])([CH3:13])[CH2:11][NH2:12])=[N:6][CH:7]=1.[C:33]([O:37][C:38]([NH:40][C:41]1[CH:49]=[CH:48][C:44]([C:45](O)=[O:46])=[CH:43][CH:42]=1)=[O:39])([CH3:36])([CH3:35])[CH3:34].CCN(CC)CC.CN(C(ON1N=NC2C=CC=CC1=2)=[N+](C)C)C.F[P-](F)(F)(F)(F)F. Product: [Cl:1][C:2]1[C:3]([C:15]2[C:23]3[C:18](=[CH:19][CH:20]=[CH:21][CH:22]=3)[N:17]([S:24]([C:27]3[CH:32]=[CH:31][CH:30]=[CH:29][CH:28]=3)(=[O:26])=[O:25])[CH:16]=2)=[N:4][C:5]([NH:8][CH2:9][C:10]([CH3:14])([CH3:13])[CH2:11][NH:12][C:45]([C:44]2[CH:43]=[CH:42][C:41]([NH:40][C:38](=[O:39])[O:37][C:33]([CH3:35])([CH3:34])[CH3:36])=[CH:49][CH:48]=2)=[O:46])=[N:6][CH:7]=1. The catalyst class is: 31. (3) Reactant: [ClH:1].[NH2:2][C@H:3]([CH:22]([CH3:24])[CH3:23])[C:4]([N:6]1[CH2:11][CH2:10][C@@:9]([C:13]2[CH:18]=[CH:17][C:16](Cl)=[CH:15][CH:14]=2)([OH:12])[C:8]([CH3:21])([CH3:20])[CH2:7]1)=[O:5].[Cl:25][C:26]1[CH:34]=[CH:33][C:29]([C:30](Cl)=[O:31])=[CH:28][N:27]=1.CCN(C(C)C)C(C)C. Product: [Cl:25][C:26]1[CH:34]=[CH:33][C:29]([C:30]([NH:2][C@H:3]([CH:22]([CH3:24])[CH3:23])[C:4]([N:6]2[CH2:11][CH2:10][C@:9]([C:13]3[CH:18]=[CH:17][CH:16]=[CH:15][C:14]=3[Cl:1])([OH:12])[C:8]([CH3:21])([CH3:20])[CH2:7]2)=[O:5])=[O:31])=[CH:28][N:27]=1. The catalyst class is: 1. (4) Reactant: [NH:1]1[CH2:6][CH2:5][CH:4]([C:7]([OH:9])=[O:8])[CH2:3][CH2:2]1.Cl[C:11]1[N:16]=[C:15]([CH3:17])[C:14]([C:18](=[O:22])[S:19][CH2:20][CH3:21])=[CH:13][C:12]=1[C:23]#[N:24].CCN(C(C)C)C(C)C.[NH4+].[Cl-]. Product: [C:23]([C:12]1[C:11]([N:1]2[CH2:6][CH2:5][CH:4]([C:7]([OH:9])=[O:8])[CH2:3][CH2:2]2)=[N:16][C:15]([CH3:17])=[C:14]([C:18]([S:19][CH2:20][CH3:21])=[O:22])[CH:13]=1)#[N:24]. The catalyst class is: 3.